This data is from Full USPTO retrosynthesis dataset with 1.9M reactions from patents (1976-2016). The task is: Predict the reactants needed to synthesize the given product. (1) Given the product [C:1]([Si:5]([O:6][CH:7]([CH2:8][CH2:9][C:10]1[CH:15]=[CH:14][C:13]([C:16]([CH2:19][CH3:20])([C:21]2[CH:26]=[CH:25][C:24]([B:43]3[O:47][C:46]([CH3:49])([CH3:48])[C:45]([CH3:51])([CH3:50])[O:44]3)=[C:23]([CH3:35])[CH:22]=2)[CH2:17][CH3:18])=[CH:12][C:11]=1[CH3:36])[C:37]([CH3:39])([CH3:38])[CH3:40])([CH3:41])[CH3:42])([CH3:3])([CH3:2])[CH3:4], predict the reactants needed to synthesize it. The reactants are: [C:1]([Si:5]([CH3:42])([CH3:41])[O:6][CH:7]([C:37]([CH3:40])([CH3:39])[CH3:38])[CH2:8][CH2:9][C:10]1[CH:15]=[CH:14][C:13]([C:16]([C:21]2[CH:26]=[CH:25][C:24](OS(C(F)(F)F)(=O)=O)=[C:23]([CH3:35])[CH:22]=2)([CH2:19][CH3:20])[CH2:17][CH3:18])=[CH:12][C:11]=1[CH3:36])([CH3:4])([CH3:3])[CH3:2].[B:43]1([B:43]2[O:47][C:46]([CH3:49])([CH3:48])[C:45]([CH3:51])([CH3:50])[O:44]2)[O:47][C:46]([CH3:49])([CH3:48])[C:45]([CH3:51])([CH3:50])[O:44]1.O. (2) The reactants are: [OH-].[K+].[C:3]([O:7][C@@H:8]([C:15]1[C:16]([CH3:47])=[N:17][C:18]([CH3:46])=[C:19]([C:30]2[CH:35]=[CH:34][C:33]([O:36][CH2:37][CH2:38][C:39]3[CH:44]=[CH:43][C:42]([F:45])=[CH:41][CH:40]=3)=[CH:32][CH:31]=2)[C:20]=1[N:21]1[CH2:26][CH2:25][C:24]([O:28][CH3:29])([CH3:27])[CH2:23][CH2:22]1)[C:9]([O:11]C(C)C)=[O:10])([CH3:6])([CH3:5])[CH3:4].Cl. Given the product [C:3]([O:7][C@@H:8]([C:15]1[C:16]([CH3:47])=[N:17][C:18]([CH3:46])=[C:19]([C:30]2[CH:31]=[CH:32][C:33]([O:36][CH2:37][CH2:38][C:39]3[CH:44]=[CH:43][C:42]([F:45])=[CH:41][CH:40]=3)=[CH:34][CH:35]=2)[C:20]=1[N:21]1[CH2:22][CH2:23][C:24]([O:28][CH3:29])([CH3:27])[CH2:25][CH2:26]1)[C:9]([OH:11])=[O:10])([CH3:6])([CH3:5])[CH3:4], predict the reactants needed to synthesize it. (3) Given the product [F:10][C:9]([F:12])([F:11])[C:7]1[CH:6]=[C:5]([C@H:13]([O:15][C@H:16]2[CH2:21][CH2:20][N:19]([C:22]([C@H:24]3[CH2:29][CH2:28][C@H:27]([C:30]([N:42]([CH3:43])[CH3:41])=[O:32])[CH2:26][CH2:25]3)=[O:23])[CH2:18][C@H:17]2[C:33]2[CH:34]=[CH:35][CH:36]=[CH:37][CH:38]=2)[CH3:14])[CH:4]=[C:3]([C:2]([F:1])([F:40])[F:39])[CH:8]=1, predict the reactants needed to synthesize it. The reactants are: [F:1][C:2]([F:40])([F:39])[C:3]1[CH:4]=[C:5]([C@H:13]([O:15][C@H:16]2[CH2:21][CH2:20][N:19]([C:22]([C@H:24]3[CH2:29][CH2:28][C@H:27]([C:30]([OH:32])=O)[CH2:26][CH2:25]3)=[O:23])[CH2:18][C@H:17]2[C:33]2[CH:38]=[CH:37][CH:36]=[CH:35][CH:34]=2)[CH3:14])[CH:6]=[C:7]([C:9]([F:12])([F:11])[F:10])[CH:8]=1.[CH3:41][NH:42][CH3:43]. (4) Given the product [C:13]([O:17][C:18](=[O:19])[N:20]([C@@H:22]([C:23](=[O:25])[N:66]([C@H:58]([CH2:59][C:60]1[CH:61]=[CH:62][CH:63]=[CH:64][CH:65]=1)[C:57]([N:53]1[CH2:54][CH2:55][CH2:56][C@@H:51]([CH2:50][N:48]([CH3:49])[CH3:47])[CH2:52]1)=[O:68])[CH3:67])[CH2:26][C:27]1[CH:36]=[CH:35][C:34]2[C:29](=[CH:30][CH:31]=[CH:32][CH:33]=2)[CH:28]=1)[CH3:21])([CH3:16])([CH3:15])[CH3:14], predict the reactants needed to synthesize it. The reactants are: Cl.CN(C)CCCN=C=NCC.[C:13]([O:17][C:18]([N:20]([C@H:22]([CH2:26][C:27]1[CH:36]=[CH:35][C:34]2[C:29](=[CH:30][CH:31]=[CH:32][CH:33]=2)[CH:28]=1)[C:23]([OH:25])=O)[CH3:21])=[O:19])([CH3:16])([CH3:15])[CH3:14].ON1C2N=CC=CC=2N=N1.[CH3:47][N:48]([CH2:50][C@@H:51]1[CH2:56][CH2:55][CH2:54][N:53]([C:57](=[O:68])[C@H:58]([NH:66][CH3:67])[CH2:59][C:60]2[CH:65]=[CH:64][CH:63]=[CH:62][CH:61]=2)[CH2:52]1)[CH3:49].C(N(C(C)C)C(C)C)C.